Dataset: Catalyst prediction with 721,799 reactions and 888 catalyst types from USPTO. Task: Predict which catalyst facilitates the given reaction. (1) Reactant: C1(P(C2C=CC=CC=2)C2C=CC3C(=CC=CC=3)C=2C2C3C(=CC=CC=3)C=CC=2P(C2C=CC=CC=2)C2C=CC=CC=2)C=CC=CC=1.[NH2:47][C:48]1[CH:53]=[C:52]([CH3:54])[CH:51]=[CH:50][N:49]=1.[C:55]([O:59][C:60](=[O:80])[CH2:61][CH:62]1[CH2:67][CH2:66][N:65]([C:68]2[S:69][C:70]([C:73]3[CH:78]=[CH:77][CH:76]=[C:75](Br)[N:74]=3)=[CH:71][N:72]=2)[CH2:64][CH2:63]1)([CH3:58])([CH3:57])[CH3:56].C(=O)([O-])[O-].[Cs+].[Cs+]. Product: [C:55]([O:59][C:60](=[O:80])[CH2:61][CH:62]1[CH2:63][CH2:64][N:65]([C:68]2[S:69][C:70]([C:73]3[CH:78]=[CH:77][CH:76]=[C:75]([NH:47][C:48]4[CH:53]=[C:52]([CH3:54])[CH:51]=[CH:50][N:49]=4)[N:74]=3)=[CH:71][N:72]=2)[CH2:66][CH2:67]1)([CH3:58])([CH3:56])[CH3:57]. The catalyst class is: 493. (2) Reactant: [C:1]([N:4]1[C:12]2[C:7](=[CH:8][C:9]([NH2:13])=[CH:10][CH:11]=2)[C:6]([C:14]2[CH:19]=[CH:18][CH:17]=[CH:16][CH:15]=2)=[N:5]1)(=[O:3])[CH3:2].C(N(CC)CC)C.Cl.[CH3:28][O:29][C:30](=[O:40])[C:31]1[CH:39]=[CH:38][C:34]([C:35](O)=[O:36])=[CH:33][CH:32]=1. Product: [C:1]([N:4]1[C:12]2[C:7](=[CH:8][C:9]([NH:13][C:35]([C:34]3[CH:38]=[CH:39][C:31]([C:30]([O:29][CH3:28])=[O:40])=[CH:32][CH:33]=3)=[O:36])=[CH:10][CH:11]=2)[C:6]([C:14]2[CH:19]=[CH:18][CH:17]=[CH:16][CH:15]=2)=[N:5]1)(=[O:3])[CH3:2]. The catalyst class is: 119. (3) Reactant: [CH2:1]([O:3][C:4](=[O:21])[CH2:5][C:6]1[C:14]2[C:9]3=[C:10]([S:15][CH2:16][CH2:17][N:8]3[C:7]=1[C:18]([OH:20])=[O:19])[CH:11]=[CH:12][CH:13]=2)[CH3:2].CO.[Si](C=[N+]=[N-])(C)(C)[CH3:25]. Product: [CH2:1]([O:3][C:4](=[O:21])[CH2:5][C:6]1[C:14]2[C:9]3=[C:10]([S:15][CH2:16][CH2:17][N:8]3[C:7]=1[C:18]([O:20][CH3:25])=[O:19])[CH:11]=[CH:12][CH:13]=2)[CH3:2]. The catalyst class is: 48. (4) Product: [Br:1][C:2]1[C:3]([O:11][CH3:10])=[N:4][C:5]([Cl:8])=[N:6][CH:7]=1. Reactant: [Br:1][C:2]1[C:3](Cl)=[N:4][C:5]([Cl:8])=[N:6][CH:7]=1.[CH3:10][O-:11].[Na+].O. The catalyst class is: 5. (5) Reactant: [O:1]1[CH2:6][CH2:5][O:4][C:3]2[CH:7]=[C:8]([C:11]3[C:12]([CH3:39])=[C:13]([CH:36]=[CH:37][CH:38]=3)[CH2:14][O:15][C:16]3[C:17]([CH:34]=[CH2:35])=[CH:18][C:19]([CH:32]=[O:33])=[C:20]([CH:31]=3)[O:21]CC3C=C(C=CC=3)C#N)[CH:9]=[CH:10][C:2]1=2. Product: [O:1]1[CH2:6][CH2:5][O:4][C:3]2[CH:7]=[C:8]([C:11]3[C:12]([CH3:39])=[C:13]([CH:36]=[CH:37][CH:38]=3)[CH2:14][O:15][C:16]3[C:17]([CH2:34][CH3:35])=[CH:18][C:19]([CH:32]=[O:33])=[C:20]([OH:21])[CH:31]=3)[CH:9]=[CH:10][C:2]1=2. The catalyst class is: 312. (6) Product: [CH:1]1([N:6]2[C:10]3[N:11]=[C:12]([NH:15][C:16]4[CH:21]=[CH:20][C:19]([N:22]5[CH2:27][CH2:26][N:25]([CH:36]6[CH2:38][CH2:37]6)[CH2:24][CH2:23]5)=[CH:18][N:17]=4)[N:13]=[CH:14][C:9]=3[C:8]3[CH:28]=[CH:29][N:30]=[CH:31][C:7]2=3)[CH2:2][CH2:3][CH2:4][CH2:5]1. Reactant: [CH:1]1([N:6]2[C:10]3[N:11]=[C:12]([NH:15][C:16]4[CH:21]=[CH:20][C:19]([N:22]5[CH2:27][CH2:26][NH:25][CH2:24][CH2:23]5)=[CH:18][N:17]=4)[N:13]=[CH:14][C:9]=3[C:8]3[CH:28]=[CH:29][N:30]=[CH:31][C:7]2=3)[CH2:5][CH2:4][CH2:3][CH2:2]1.O.C(O[C:36]1(O[Si](C)(C)C)[CH2:38][CH2:37]1)C.C([BH3-])#N.[Na+]. The catalyst class is: 559. (7) Reactant: [C:1]([C:3]1[CH:8]=[CH:7][C:6](/[CH:9]=[CH:10]/[C:11]([O:13][CH2:14][CH3:15])=[O:12])=[CH:5][CH:4]=1)#[N:2].C(O)=O. Product: [C:1]([C:3]1[CH:8]=[CH:7][C:6]([CH2:9][CH2:10][C:11]([O:13][CH2:14][CH3:15])=[O:12])=[CH:5][CH:4]=1)#[N:2]. The catalyst class is: 78.